Task: Predict the reactants needed to synthesize the given product.. Dataset: Full USPTO retrosynthesis dataset with 1.9M reactions from patents (1976-2016) (1) The reactants are: [OH:1][C:2]12[C:13]3[C:8](=[C:9]([N+:14]([O-])=O)[CH:10]=[CH:11][CH:12]=3)[C:7](=[O:17])[C:6]1([NH:18][C:19]([C:21]1[CH:22]=[CH:23][C:24]3[N:25]([CH:27]=[CH:28][N:29]=3)[CH:26]=1)=[O:20])[C:5]1[CH:30]=[CH:31][C:32]([CH:34]([CH3:36])[CH3:35])=[CH:33][C:4]=1[O:3]2.C(O)C. Given the product [NH2:14][C:9]1[CH:10]=[CH:11][CH:12]=[C:13]2[C:8]=1[C:7](=[O:17])[C:6]1([NH:18][C:19]([C:21]3[CH:22]=[CH:23][C:24]4[N:25]([CH:27]=[CH:28][N:29]=4)[CH:26]=3)=[O:20])[C:5]3[CH:30]=[CH:31][C:32]([CH:34]([CH3:36])[CH3:35])=[CH:33][C:4]=3[O:3][C:2]12[OH:1], predict the reactants needed to synthesize it. (2) Given the product [C:10]([O:14][C:15](=[O:23])[NH:16][CH:17]1[CH2:22][CH2:21][N:20]([C:2]2[CH:9]=[CH:8][C:5]([C:6]#[N:7])=[CH:4][N:3]=2)[CH2:19][CH2:18]1)([CH3:13])([CH3:11])[CH3:12], predict the reactants needed to synthesize it. The reactants are: Cl[C:2]1[CH:9]=[CH:8][C:5]([C:6]#[N:7])=[CH:4][N:3]=1.[C:10]([O:14][C:15](=[O:23])[NH:16][CH:17]1[CH2:22][CH2:21][NH:20][CH2:19][CH2:18]1)([CH3:13])([CH3:12])[CH3:11].C(=O)([O-])[O-].[K+].[K+].CCOC(C)=O. (3) Given the product [F:3][C:4]1[C:9]([C:10]2[C:15]([CH3:16])=[CH:14][CH:13]=[CH:12][C:11]=2[CH3:17])=[CH:8][C:7]([CH2:18][OH:19])=[CH:6][CH:5]=1, predict the reactants needed to synthesize it. The reactants are: [BH4-].[Na+].[F:3][C:4]1[C:9]([C:10]2[C:15]([CH3:16])=[CH:14][CH:13]=[CH:12][C:11]=2[CH3:17])=[CH:8][C:7]([CH:18]=[O:19])=[CH:6][CH:5]=1. (4) The reactants are: [CH2:1]([O:3][C:4](=[O:17])[CH2:5][CH2:6][NH:7][C:8]1[CH:9]=[C:10]2[C:14](=[CH:15][CH:16]=1)[CH2:13][CH2:12][CH2:11]2)[CH3:2].Cl[C:19]1[C:24]([C:25]([O:27][CH2:28][CH3:29])=[O:26])=[CH:23][N:22]=[C:21]([S:30][CH3:31])[N:20]=1.C(N(CC)CC)C. Given the product [CH2:28]([O:27][C:25]([C:24]1[C:19]([N:7]([CH2:6][CH2:5][C:4]([O:3][CH2:1][CH3:2])=[O:17])[C:8]2[CH:9]=[C:10]3[C:14](=[CH:15][CH:16]=2)[CH2:13][CH2:12][CH2:11]3)=[N:20][C:21]([S:30][CH3:31])=[N:22][CH:23]=1)=[O:26])[CH3:29], predict the reactants needed to synthesize it. (5) Given the product [CH2:34]([O:33][C:31](=[O:32])[C:30]([CH3:36])([CH3:29])[C:40](=[O:41])[CH2:39][CH2:38][C:37]([OH:42])=[O:43])[CH3:35], predict the reactants needed to synthesize it. The reactants are: [Li+].CC([N-]C(C)C)C.C1COCC1.C(C1C=CC=CC=1)C.CCCCCCC.[CH3:29][CH:30]([CH3:36])[C:31]([O:33][CH2:34][CH3:35])=[O:32].[C:37]1(=[O:43])[O:42][C:40](=[O:41])[CH2:39][CH2:38]1.C(=O)(O)[O-].[Na+]. (6) Given the product [CH3:1][O:2][C:3](=[O:16])[CH2:4][C:5]1[CH:6]=[C:7]2[C:11](=[CH:12][CH:13]=1)[NH:10][C:9](=[O:14])[CH2:8]2, predict the reactants needed to synthesize it. The reactants are: [CH3:1][O:2][C:3](=[O:16])[C:4](=O)[C:5]1[CH:6]=[C:7]2[C:11](=[CH:12][CH:13]=1)[NH:10][C:9](=[O:14])[CH2:8]2.[H][H]. (7) The reactants are: [CH3:1][CH:2]([CH3:25])[CH:3]([N:8]([CH3:24])[S:9]([C:12]1[CH:17]=[CH:16][C:15]([O:18][CH2:19][CH:20]=[C:21]=[CH:22][CH3:23])=[CH:14][CH:13]=1)(=[O:11])=[O:10])[C:4]([O:6]C)=[O:5].[OH-].[Li+].O. Given the product [CH3:24][N:8]([S:9]([C:12]1[CH:13]=[CH:14][C:15]([O:18][CH2:19][CH:20]=[C:21]=[CH:22][CH3:23])=[CH:16][CH:17]=1)(=[O:10])=[O:11])[C@H:3]([C:4]([OH:6])=[O:5])[CH:2]([CH3:25])[CH3:1], predict the reactants needed to synthesize it. (8) Given the product [F:1][C:2]1[CH:7]=[CH:6][C:5]([CH3:8])=[CH:4][C:3]=1[NH:9][C:10]([NH:12][C:13]1[CH:42]=[CH:41][C:16]([O:17][C:18]2[CH:23]=[CH:22][N:21]=[C:20]([C:24]3[NH:28][CH:27]=[C:26]([C:29]([NH:31][CH2:32][CH2:33][CH2:34][CH2:35][C:36]([OH:38])=[O:37])=[O:30])[CH:25]=3)[CH:19]=2)=[CH:15][CH:14]=1)=[O:11], predict the reactants needed to synthesize it. The reactants are: [F:1][C:2]1[CH:7]=[CH:6][C:5]([CH3:8])=[CH:4][C:3]=1[NH:9][C:10]([NH:12][C:13]1[CH:42]=[CH:41][C:16]([O:17][C:18]2[CH:23]=[CH:22][N:21]=[C:20]([C:24]3[NH:28][CH:27]=[C:26]([C:29]([NH:31][CH2:32][CH2:33][CH2:34][CH2:35][C:36]([O:38]CC)=[O:37])=[O:30])[CH:25]=3)[CH:19]=2)=[CH:15][CH:14]=1)=[O:11].[OH-].[Na+].O.Cl. (9) Given the product [CH2:115]([O:117][C:118](=[O:127])[CH2:119][C:120](=[O:122])[CH2:121][C@H:16]([OH:17])/[CH:15]=[CH:14]/[C:13]1[C:4]([CH:1]2[CH2:3][CH2:2]2)=[N:5][C:6]2[C:11]([C:12]=1[C:18]1[CH:19]=[CH:20][C:21]([F:24])=[CH:22][CH:23]=1)=[CH:10][CH:9]=[CH:8][CH:7]=2)[CH3:116], predict the reactants needed to synthesize it. The reactants are: [CH:1]1([C:4]2[C:13](/[CH:14]=[CH:15]/[CH:16]=[O:17])=[C:12]([C:18]3[CH:23]=[CH:22][C:21]([F:24])=[CH:20][CH:19]=3)[C:11]3[C:6](=[CH:7][CH:8]=[CH:9][CH:10]=3)[N:5]=2)[CH2:3][CH2:2]1.N1C2C(=CC=CC=2)C=CC=1.C[C@@](O)(CC(SCCNC(CCNC([C@H](O)C(COP(OP(OC[C@H]1O[C@@H](N2C3N=CN=C(N)C=3N=C2)[C@H](O)[C@@H]1OP(O)(O)=O)(O)=O)(O)=O)(C)C)=O)=O)=O)CC(O)=O.C1C=C2C=CC(O)=C(C3C4C(=CC=CC=4)C=CC=3O)C2=CC=1.[CH2:115]([O:117][C:118]([O:127][Si](C)(C)C)=[CH:119][C:120]([O:122][Si](C)(C)C)=[CH2:121])[CH3:116].FC(F)(F)C(O)=O.O.C(=O)(O)[O-].[Na+].